Dataset: Full USPTO retrosynthesis dataset with 1.9M reactions from patents (1976-2016). Task: Predict the reactants needed to synthesize the given product. (1) The reactants are: FC(F)(F)S(O[C:7]1[CH2:8][CH2:9][N:10]([C:13]([O:15][C:16]([CH3:19])([CH3:18])[CH3:17])=[O:14])[CH2:11][CH:12]=1)(=O)=O.[CH:22]([C:25]1[CH:26]=[C:27](B(O)O)[CH:28]=[CH:29][CH:30]=1)([CH3:24])[CH3:23].P([O-])([O-])([O-])=O.[K+].[K+].[K+].O1CCCC1. Given the product [CH:22]([C:25]1[CH:30]=[C:29]([C:7]2[CH2:8][CH2:9][N:10]([C:13]([O:15][C:16]([CH3:19])([CH3:18])[CH3:17])=[O:14])[CH2:11][CH:12]=2)[CH:28]=[CH:27][CH:26]=1)([CH3:24])[CH3:23], predict the reactants needed to synthesize it. (2) Given the product [O:28]([C:25]1[CH:24]=[CH:23][C:22]([C:16]2[N:36]=[C:35]([N:38]3[CH2:39][CH2:40][NH:41][CH2:42][CH2:43]3)[S:37][C:17]=2[C:19]([O:21][CH2:51][CH3:52])=[O:20])=[CH:27][CH:26]=1)[C:29]1[CH:30]=[CH:31][CH:32]=[CH:33][CH:34]=1, predict the reactants needed to synthesize it. The reactants are: C(OC(N1CCC(C2S[C:16]([C:22]3[CH:27]=[CH:26][C:25]([O:28][C:29]4[CH:34]=[CH:33][CH:32]=[CH:31][CH:30]=4)=[CH:24][CH:23]=3)=[C:17]([C:19]([OH:21])=[O:20])N=2)CC1)=O)(C)(C)C.[C:35]([N:38]1[CH2:43][CH2:42][N:41](C(OC(C)(C)C)=O)[CH2:40][CH2:39]1)(=[S:37])[NH2:36].[CH2:51](O)[CH3:52]. (3) Given the product [F:1][C:2]1[CH:10]=[C:9]2[C:5]([C:6]([C:18]3[CH:19]=[C:20]4[N:26]=[C:25]([CH3:27])[O:24][C:21]4=[N:22][CH:23]=3)=[CH:7][NH:8]2)=[CH:4][CH:3]=1, predict the reactants needed to synthesize it. The reactants are: [F:1][C:2]1[CH:10]=[C:9]2[C:5]([C:6]([C:18]3[CH:19]=[C:20]4[N:26]=[C:25]([CH3:27])[O:24][C:21]4=[N:22][CH:23]=3)=[CH:7][N:8]2C(OC(C)(C)C)=O)=[CH:4][CH:3]=1.C(O)(C(F)(F)F)=O.C([O-])([O-])=O.[Na+].[Na+].